This data is from NCI-60 drug combinations with 297,098 pairs across 59 cell lines. The task is: Regression. Given two drug SMILES strings and cell line genomic features, predict the synergy score measuring deviation from expected non-interaction effect. (1) Drug 1: C1=NNC2=C1C(=O)NC=N2. Drug 2: C1C(C(OC1N2C=NC3=C2NC=NCC3O)CO)O. Cell line: HCT116. Synergy scores: CSS=2.61, Synergy_ZIP=0.958, Synergy_Bliss=3.27, Synergy_Loewe=-0.296, Synergy_HSA=0.502. (2) Drug 1: CC1=C(C=C(C=C1)NC2=NC=CC(=N2)N(C)C3=CC4=NN(C(=C4C=C3)C)C)S(=O)(=O)N.Cl. Drug 2: C1C(C(OC1N2C=C(C(=O)NC2=O)F)CO)O. Cell line: MDA-MB-435. Synergy scores: CSS=9.45, Synergy_ZIP=-1.96, Synergy_Bliss=-4.14, Synergy_Loewe=-18.2, Synergy_HSA=-7.79. (3) Drug 1: CN1CCC(CC1)COC2=C(C=C3C(=C2)N=CN=C3NC4=C(C=C(C=C4)Br)F)OC. Drug 2: CCC1=C2CN3C(=CC4=C(C3=O)COC(=O)C4(CC)O)C2=NC5=C1C=C(C=C5)O. Cell line: HOP-62. Synergy scores: CSS=37.1, Synergy_ZIP=1.59, Synergy_Bliss=5.41, Synergy_Loewe=-29.3, Synergy_HSA=4.60. (4) Drug 2: C1=NC2=C(N=C(N=C2N1C3C(C(C(O3)CO)O)F)Cl)N. Drug 1: CCC(=C(C1=CC=CC=C1)C2=CC=C(C=C2)OCCN(C)C)C3=CC=CC=C3.C(C(=O)O)C(CC(=O)O)(C(=O)O)O. Synergy scores: CSS=-1.12, Synergy_ZIP=-0.608, Synergy_Bliss=-0.875, Synergy_Loewe=-4.09, Synergy_HSA=-2.55. Cell line: SF-268. (5) Drug 1: CC12CCC(CC1=CCC3C2CCC4(C3CC=C4C5=CN=CC=C5)C)O. Drug 2: CC1=C(C(CCC1)(C)C)C=CC(=CC=CC(=CC(=O)O)C)C. Cell line: KM12. Synergy scores: CSS=15.1, Synergy_ZIP=-8.55, Synergy_Bliss=-7.98, Synergy_Loewe=-6.11, Synergy_HSA=-5.32. (6) Synergy scores: CSS=21.9, Synergy_ZIP=5.64, Synergy_Bliss=2.19, Synergy_Loewe=-50.0, Synergy_HSA=-6.58. Drug 1: CC1=C(C=C(C=C1)NC(=O)C2=CC=C(C=C2)CN3CCN(CC3)C)NC4=NC=CC(=N4)C5=CN=CC=C5. Drug 2: B(C(CC(C)C)NC(=O)C(CC1=CC=CC=C1)NC(=O)C2=NC=CN=C2)(O)O. Cell line: DU-145. (7) Drug 1: C1CN1C2=NC(=NC(=N2)N3CC3)N4CC4. Drug 2: C1=CC(=CC=C1CCC2=CNC3=C2C(=O)NC(=N3)N)C(=O)NC(CCC(=O)O)C(=O)O. Cell line: A498. Synergy scores: CSS=27.4, Synergy_ZIP=-6.45, Synergy_Bliss=-4.04, Synergy_Loewe=-0.399, Synergy_HSA=0.713. (8) Drug 1: C1=CC(=C2C(=C1NCCNCCO)C(=O)C3=C(C=CC(=C3C2=O)O)O)NCCNCCO. Drug 2: C1C(C(OC1N2C=NC3=C2NC=NCC3O)CO)O. Cell line: SF-295. Synergy scores: CSS=49.2, Synergy_ZIP=-4.98, Synergy_Bliss=-7.74, Synergy_Loewe=-56.7, Synergy_HSA=-6.34. (9) Drug 1: CC1C(C(CC(O1)OC2CC(CC3=C2C(=C4C(=C3O)C(=O)C5=C(C4=O)C(=CC=C5)OC)O)(C(=O)CO)O)N)O.Cl. Drug 2: CC1OCC2C(O1)C(C(C(O2)OC3C4COC(=O)C4C(C5=CC6=C(C=C35)OCO6)C7=CC(=C(C(=C7)OC)O)OC)O)O. Cell line: SN12C. Synergy scores: CSS=44.9, Synergy_ZIP=7.23, Synergy_Bliss=3.96, Synergy_Loewe=14.1, Synergy_HSA=11.4. (10) Drug 1: CC(C1=C(C=CC(=C1Cl)F)Cl)OC2=C(N=CC(=C2)C3=CN(N=C3)C4CCNCC4)N. Drug 2: C(=O)(N)NO. Cell line: SK-MEL-2. Synergy scores: CSS=0.906, Synergy_ZIP=0.282, Synergy_Bliss=3.01, Synergy_Loewe=-8.51, Synergy_HSA=-1.79.